From a dataset of Reaction yield outcomes from USPTO patents with 853,638 reactions. Predict the reaction yield, written as a fraction of the theoretical maximum amount of product (1.0 means a 100% yield; for example, 0.34 means a 34% yield). The reactants are Cl.[C:2]([C:6]1[N:10]([CH2:11][CH:12]2[CH2:17][CH2:16][O:15][CH2:14][CH2:13]2)[C:9]2[CH:18]=[CH:19][C:20]([NH:22][CH2:23][CH3:24])=[CH:21][C:8]=2[N:7]=1)([CH3:5])([CH3:4])[CH3:3].[N+:25]([C:28]1[CH:33]=[CH:32][C:31]([S:34](Cl)(=[O:36])=[O:35])=[CH:30][CH:29]=1)([O-:27])=[O:26]. The catalyst is CN(C1C=CN=CC=1)C.CC#N. The product is [C:2]([C:6]1[N:10]([CH2:11][CH:12]2[CH2:17][CH2:16][O:15][CH2:14][CH2:13]2)[C:9]2[CH:18]=[CH:19][C:20]([N:22]([CH2:23][CH3:24])[S:34]([C:31]3[CH:30]=[CH:29][C:28]([N+:25]([O-:27])=[O:26])=[CH:33][CH:32]=3)(=[O:35])=[O:36])=[CH:21][C:8]=2[N:7]=1)([CH3:5])([CH3:3])[CH3:4]. The yield is 0.800.